From a dataset of Catalyst prediction with 721,799 reactions and 888 catalyst types from USPTO. Predict which catalyst facilitates the given reaction. (1) Reactant: [C:1]([O:5][C:6]([NH:8][C:9]1[CH:14]=[CH:13][CH:12]=[CH:11][C:10]=1NC(C1SC(C(O)=O)=CC=1)=O)=[O:7])([CH3:4])([CH3:3])[CH3:2].C(O)(C(F)(F)F)=O.O.N. Product: [C:9]1([NH:8][C:6](=[O:7])[O:5][C:1]([CH3:3])([CH3:2])[CH3:4])[CH:14]=[CH:13][CH:12]=[CH:11][CH:10]=1. The catalyst class is: 106. (2) Reactant: Cl.[NH2:2][CH2:3][C:4]1[CH:5]=[C:6]([CH2:12][CH:13]([CH2:19][CH3:20])[C:14]([O:16][CH2:17][CH3:18])=[O:15])[CH:7]=[CH:8][C:9]=1[O:10][CH3:11].C(=O)([O-])[O-].[K+].[K+].[F:27][C:28]([F:38])([F:37])[C:29]1[CH:36]=[CH:35][C:32]([CH2:33]Br)=[CH:31][CH:30]=1. Product: [CH2:17]([O:16][C:14](=[O:15])[CH:13]([CH2:19][CH3:20])[CH2:12][C:6]1[CH:7]=[CH:8][C:9]([O:10][CH3:11])=[C:4]([CH2:3][NH:2][CH2:33][C:32]2[CH:31]=[CH:30][C:29]([C:28]([F:27])([F:37])[F:38])=[CH:36][CH:35]=2)[CH:5]=1)[CH3:18]. The catalyst class is: 9. (3) Reactant: [CH2:1]([NH:8][C:9]1[N:10]=[N:11][C:12](Cl)=[CH:13][C:14]=1[C:15]([OH:17])=[O:16])[C:2]1[CH:7]=[CH:6][CH:5]=[CH:4][CH:3]=1.C([O-])=O.[NH4+]. Product: [CH2:1]([NH:8][C:9]1[N:10]=[N:11][CH:12]=[CH:13][C:14]=1[C:15]([OH:17])=[O:16])[C:2]1[CH:7]=[CH:6][CH:5]=[CH:4][CH:3]=1. The catalyst class is: 5.